This data is from Forward reaction prediction with 1.9M reactions from USPTO patents (1976-2016). The task is: Predict the product of the given reaction. (1) Given the reactants [Cl:1][C:2]1[C:11]2[C:6](=[CH:7][CH:8]=[CH:9][CH:10]=2)[N:5]=[C:4]([C:12]([O:14]CC)=O)[CH:3]=1.[F:17][C:18]1[CH:23]=[CH:22][C:21]([Mg]Br)=[CH:20][CH:19]=1.C(OCC)C, predict the reaction product. The product is: [Cl:1][C:2]1[C:11]2[C:6](=[CH:7][CH:8]=[CH:9][CH:10]=2)[N:5]=[C:4]([C:12]([C:21]2[CH:22]=[CH:23][C:18]([F:17])=[CH:19][CH:20]=2)=[O:14])[CH:3]=1. (2) Given the reactants [CH3:1][O:2][C:3]1[C:12]2[C:7](=[CH:8][CH:9]=[CH:10][CH:11]=2)[C:6]([S:13]([N:16]2[C:24]3[C:19](=[CH:20][CH:21]=[CH:22][CH:23]=3)[CH:18]([C:25]([OH:27])=O)[CH2:17]2)(=[O:15])=[O:14])=[CH:5][CH:4]=1.ON1C2C=CC=CC=2N=N1.CC(C)N=C=NC(C)C.[CH3:47][N:48]1[CH2:52][CH2:51][CH2:50][CH:49]1[CH2:53][CH2:54][NH2:55], predict the reaction product. The product is: [CH3:47][N:48]1[CH2:52][CH2:51][CH2:50][CH:49]1[CH2:53][CH2:54][NH:55][C:25]([CH:18]1[C:19]2[C:24](=[CH:23][CH:22]=[CH:21][CH:20]=2)[N:16]([S:13]([C:6]2[C:7]3[C:12](=[CH:11][CH:10]=[CH:9][CH:8]=3)[C:3]([O:2][CH3:1])=[CH:4][CH:5]=2)(=[O:14])=[O:15])[CH2:17]1)=[O:27]. (3) Given the reactants [F:1][C:2]1[CH:7]=[CH:6][C:5]([F:8])=[CH:4][C:3]=1[C@H:9]1[CH2:13][CH2:12][CH2:11][N:10]1[C:14]1[CH:19]=[CH:18][N:17]2[N:20]=[CH:21][C:22](/[CH:23]=[CH:24]/[C:25]([N:27]3[CH2:32][CH2:31][N:30](C(OC(C)(C)C)=O)[CH2:29][CH2:28]3)=[O:26])=[C:16]2[N:15]=1.C(O)(C(F)(F)F)=O, predict the reaction product. The product is: [F:1][C:2]1[CH:7]=[CH:6][C:5]([F:8])=[CH:4][C:3]=1[C@H:9]1[CH2:13][CH2:12][CH2:11][N:10]1[C:14]1[CH:19]=[CH:18][N:17]2[N:20]=[CH:21][C:22](/[CH:23]=[CH:24]/[C:25]([N:27]3[CH2:28][CH2:29][NH:30][CH2:31][CH2:32]3)=[O:26])=[C:16]2[N:15]=1. (4) Given the reactants [Cl:1][C:2]1[CH:10]=[CH:9][CH:8]=[C:7]2[C:3]=1[CH2:4][C:5](=[O:12])[N:6]2[CH3:11].[Br-:13].[K+].BrBr, predict the reaction product. The product is: [Br:13][C:10]1[C:2]([Cl:1])=[C:3]2[C:7](=[CH:8][CH:9]=1)[N:6]([CH3:11])[C:5](=[O:12])[CH2:4]2. (5) Given the reactants [CH:1]([C:4]1[N:9]=[C:8]2[NH:10][CH:11]=[CH:12][C:7]2=[CH:6][CH:5]=1)([CH3:3])[CH3:2].[CH2:13]([N:15](CC)CC)C.N#CBr.O, predict the reaction product. The product is: [CH3:2][CH:1]([C:4]1[N:9]=[C:8]2[N:10]([C:13]#[N:15])[CH:11]=[CH:12][C:7]2=[CH:6][CH:5]=1)[CH3:3].